This data is from Full USPTO retrosynthesis dataset with 1.9M reactions from patents (1976-2016). The task is: Predict the reactants needed to synthesize the given product. (1) The reactants are: [CH:1]1([CH2:6][CH:7]([C:18]2[NH:22][C:21]([C:23]([OH:25])=O)=[C:20]([CH3:26])[CH:19]=2)[C:8]2[CH:13]=[CH:12][C:11]([S:14]([CH3:17])(=[O:16])=[O:15])=[CH:10][CH:9]=2)[CH2:5][CH2:4][CH2:3][CH2:2]1.Cl.C[N:29](C)CCCN=C=NCC. Given the product [CH:1]1([CH2:6][CH:7]([C:18]2[NH:22][C:21]([C:23]([NH2:29])=[O:25])=[C:20]([CH3:26])[CH:19]=2)[C:8]2[CH:13]=[CH:12][C:11]([S:14]([CH3:17])(=[O:16])=[O:15])=[CH:10][CH:9]=2)[CH2:5][CH2:4][CH2:3][CH2:2]1, predict the reactants needed to synthesize it. (2) Given the product [Br:7][C:8]1[CH:9]=[CH:10][C:11]2[O:15][C:14]([CH2:16][OH:17])=[CH:13][C:12]=2[CH:21]=1, predict the reactants needed to synthesize it. The reactants are: [H-].[Al+3].[Li+].[H-].[H-].[H-].[Br:7][C:8]1[CH:9]=[CH:10][C:11]2[O:15][C:14]([C:16](OCC)=[O:17])=[CH:13][C:12]=2[CH:21]=1.O.[OH-].[Na+].